From a dataset of Full USPTO retrosynthesis dataset with 1.9M reactions from patents (1976-2016). Predict the reactants needed to synthesize the given product. (1) Given the product [CH3:15][O:14][C:10]1[CH:9]=[C:8]([CH2:7][C@H:2]([NH:1][C:27](=[O:28])[C@@H:26]([NH:25][C:23](=[O:24])[CH2:22][N:19]2[CH2:20][CH2:21][O:16][CH2:17][CH2:18]2)[CH3:30])[C:3]([O:5][CH3:6])=[O:4])[CH:13]=[CH:12][N:11]=1, predict the reactants needed to synthesize it. The reactants are: [NH2:1][C@@H:2]([CH2:7][C:8]1[CH:13]=[CH:12][N:11]=[C:10]([O:14][CH3:15])[CH:9]=1)[C:3]([O:5][CH3:6])=[O:4].[O:16]1[CH2:21][CH2:20][N:19]([CH2:22][C:23]([NH:25][C@@H:26]([CH3:30])[C:27](O)=[O:28])=[O:24])[CH2:18][CH2:17]1.CN(C(ON1N=NC2C=CC=NC1=2)=[N+](C)C)C.F[P-](F)(F)(F)(F)F.CCN(C(C)C)C(C)C. (2) Given the product [NH2:31][C:29]1[C:28](=[O:45])[N:27]([CH3:46])[CH:26]=[C:25]([C:21]2[CH:20]=[CH:19][N:18]=[C:17]([N:10]3[N:9]=[CH:8][C:7]4[C:12](=[C:13]([F:15])[CH:14]=[C:5]([C:1]([CH3:4])([CH3:2])[CH3:3])[CH:6]=4)[C:11]3=[O:16])[C:22]=2[CH2:23][OH:24])[CH:30]=1, predict the reactants needed to synthesize it. The reactants are: [C:1]([C:5]1[CH:6]=[C:7]2[C:12](=[C:13]([F:15])[CH:14]=1)[C:11](=[O:16])[N:10]([C:17]1[C:22]([CH2:23][OH:24])=[C:21]([C:25]3[CH:30]=[C:29]([N:31]=C(C4C=CC=CC=4)C4C=CC=CC=4)[C:28](=[O:45])[N:27]([CH3:46])[CH:26]=3)[CH:20]=[CH:19][N:18]=1)[N:9]=[CH:8]2)([CH3:4])([CH3:3])[CH3:2].